From a dataset of Reaction yield outcomes from USPTO patents with 853,638 reactions. Predict the reaction yield, written as a fraction of the theoretical maximum amount of product (1.0 means a 100% yield; for example, 0.34 means a 34% yield). (1) The reactants are [C:1]1([OH:7])[CH:6]=[CH:5][CH:4]=[CH:3][CH:2]=1.[H-].[Na+].CC1C=CC(S(O[CH2:21][C@H:22]2[O:24][CH2:23]2)(=O)=O)=CC=1. The catalyst is CN(C=O)C. The product is [O:7]([CH2:21][C@@H:22]1[CH2:23][O:24]1)[C:1]1[CH:6]=[CH:5][CH:4]=[CH:3][CH:2]=1. The yield is 0.730. (2) The reactants are [CH3:1][O:2][C:3]([CH:5]1[C:10]([CH3:12])([CH3:11])[S:9][CH2:8][CH2:7][N:6]1[S:13]([C:16]1[CH:21]=[CH:20][C:19]([OH:22])=[CH:18][CH:17]=1)(=[O:15])=[O:14])=[O:4].[CH2:23]([O:30][CH2:31][C:32]#[C:33][CH2:34]O)[C:24]1[CH:29]=[CH:28][CH:27]=[CH:26][CH:25]=1. No catalyst specified. The product is [CH2:23]([O:30][CH2:31][C:32]#[C:33][CH2:34][O:22][C:19]1[CH:18]=[CH:17][C:16]([S:13]([N:6]2[CH2:7][CH2:8][S:9][C:10]([CH3:12])([CH3:11])[CH:5]2[C:3]([O:2][CH3:1])=[O:4])(=[O:15])=[O:14])=[CH:21][CH:20]=1)[C:24]1[CH:29]=[CH:28][CH:27]=[CH:26][CH:25]=1. The yield is 0.420. (3) The product is [CH3:21][O:20][C:17]1[CH:18]=[CH:19][C:14]([S:11]([N:8]2[C:9]3[C:5](=[CH:4][CH:3]=[C:2]([B:22]4[O:26][C:25]([CH3:28])([CH3:27])[C:24]([CH3:30])([CH3:29])[O:23]4)[CH:10]=3)[CH:6]=[N:7]2)(=[O:13])=[O:12])=[CH:15][CH:16]=1. The yield is 0.780. The catalyst is O1CCOCC1.C1(P(C2C=CC=CC=2)[C-]2C=CC=C2)C=CC=CC=1.[C-]1(P(C2C=CC=CC=2)C2C=CC=CC=2)C=CC=C1.[Fe+2]. The reactants are Br[C:2]1[CH:10]=[C:9]2[C:5]([CH:6]=[N:7][N:8]2[S:11]([C:14]2[CH:19]=[CH:18][C:17]([O:20][CH3:21])=[CH:16][CH:15]=2)(=[O:13])=[O:12])=[CH:4][CH:3]=1.[B:22]1([B:22]2[O:26][C:25]([CH3:28])([CH3:27])[C:24]([CH3:30])([CH3:29])[O:23]2)[O:26][C:25]([CH3:28])([CH3:27])[C:24]([CH3:30])([CH3:29])[O:23]1.C([O-])(=O)C.[K+]. (4) The reactants are Br[C:2]1[CH:9]=[CH:8][C:5]([C:6]#[N:7])=[CH:4][CH:3]=1.C([Li])CCC.C[O:16][B:17](OC)[O:18]C.Cl. The catalyst is C1COCC1.C(Cl)Cl. The product is [C:6]([C:5]1[CH:8]=[CH:9][C:2]([B:17]([OH:18])[OH:16])=[CH:3][CH:4]=1)#[N:7]. The yield is 0.599.